The task is: Predict the reactants needed to synthesize the given product.. This data is from Full USPTO retrosynthesis dataset with 1.9M reactions from patents (1976-2016). Given the product [ClH:2].[CH2:22]([O:29][C:30]1[CH:31]=[CH:32][C:33]([NH:34][C:3]2[C:12]3[C:7](=[CH:8][C:9]([F:14])=[C:10]([I:13])[CH:11]=3)[N:6]=[CH:5][N:4]=2)=[CH:35][CH:36]=1)[C:23]1[CH:24]=[CH:25][CH:26]=[CH:27][CH:28]=1, predict the reactants needed to synthesize it. The reactants are: Cl.[Cl:2][C:3]1[C:12]2[C:7](=[CH:8][C:9]([F:14])=[C:10]([I:13])[CH:11]=2)[N:6]=[CH:5][N:4]=1.O1CCOCC1.Cl.[CH2:22]([O:29][C:30]1[CH:36]=[CH:35][C:33]([NH2:34])=[CH:32][CH:31]=1)[C:23]1[CH:28]=[CH:27][CH:26]=[CH:25][CH:24]=1.